This data is from Full USPTO retrosynthesis dataset with 1.9M reactions from patents (1976-2016). The task is: Predict the reactants needed to synthesize the given product. Given the product [N:33]1([C:2]2[N:7]=[CH:6][C:5]([C:8]3[CH:13]=[CH:12][C:11]([C:14]4([C:17]([N:19]5[CH2:23][CH2:22][C@@:21]6([C:27]7[CH:28]=[CH:29][CH:30]=[CH:31][C:26]=7[C:25](=[O:32])[O:24]6)[CH2:20]5)=[O:18])[CH2:16][CH2:15]4)=[CH:10][CH:9]=3)=[CH:4][CH:3]=2)[CH2:37][CH2:36][CH2:35][CH2:34]1, predict the reactants needed to synthesize it. The reactants are: F[C:2]1[N:7]=[CH:6][C:5]([C:8]2[CH:13]=[CH:12][C:11]([C:14]3([C:17]([N:19]4[CH2:23][CH2:22][C@@:21]5([C:27]6[CH:28]=[CH:29][CH:30]=[CH:31][C:26]=6[C:25](=[O:32])[O:24]5)[CH2:20]4)=[O:18])[CH2:16][CH2:15]3)=[CH:10][CH:9]=2)=[CH:4][CH:3]=1.[NH:33]1[CH2:37][CH2:36][CH2:35][CH2:34]1.CS(C)=O.